From a dataset of Forward reaction prediction with 1.9M reactions from USPTO patents (1976-2016). Predict the product of the given reaction. Given the reactants Br[C:2]1[CH:3]=[C:4]2[C:9](=[CH:10][CH:11]=1)[N:8]=[CH:7][C:6]([C:12]([CH:14]1[CH2:16][CH2:15]1)=[O:13])=[C:5]2[NH:17][C@H:18]1[CH2:23][CH2:22][C@H:21]([N:24]2[CH2:28][CH2:27][CH2:26][CH2:25]2)[CH2:20][CH2:19]1.[Cl:29][C:30]1[CH:31]=[C:32](B(O)O)[CH:33]=[CH:34][C:35]=1[OH:36], predict the reaction product. The product is: [Cl:29][C:30]1[CH:31]=[C:32]([C:2]2[CH:3]=[C:4]3[C:9](=[CH:10][CH:11]=2)[N:8]=[CH:7][C:6]([C:12]([CH:14]2[CH2:16][CH2:15]2)=[O:13])=[C:5]3[NH:17][C@H:18]2[CH2:23][CH2:22][C@H:21]([N:24]3[CH2:25][CH2:26][CH2:27][CH2:28]3)[CH2:20][CH2:19]2)[CH:33]=[CH:34][C:35]=1[OH:36].